From a dataset of Peptide-MHC class I binding affinity with 185,985 pairs from IEDB/IMGT. Regression. Given a peptide amino acid sequence and an MHC pseudo amino acid sequence, predict their binding affinity value. This is MHC class I binding data. The peptide sequence is KLEYLAPSY. The MHC is HLA-A26:02 with pseudo-sequence HLA-A26:02. The binding affinity (normalized) is 0.0847.